From a dataset of Peptide-MHC class II binding affinity with 134,281 pairs from IEDB. Regression. Given a peptide amino acid sequence and an MHC pseudo amino acid sequence, predict their binding affinity value. This is MHC class II binding data. (1) The peptide sequence is NVWERHYLAGEMTLM. The MHC is DRB1_0405 with pseudo-sequence DRB1_0405. The binding affinity (normalized) is 0.376. (2) The peptide sequence is EKKYFAATQYEPLAA. The MHC is HLA-DPA10201-DPB10101 with pseudo-sequence HLA-DPA10201-DPB10101. The binding affinity (normalized) is 1.00. (3) The peptide sequence is EGKYFAATQFEPLAA. The MHC is HLA-DPA10103-DPB10601 with pseudo-sequence HLA-DPA10103-DPB10601. The binding affinity (normalized) is 0.856. (4) The peptide sequence is EHGSDEWVAMTKGEG. The MHC is HLA-DQA10501-DQB10301 with pseudo-sequence HLA-DQA10501-DQB10301. The binding affinity (normalized) is 0.457. (5) The peptide sequence is GELQIVDKIDAFFKI. The MHC is DRB1_1302 with pseudo-sequence DRB1_1302. The binding affinity (normalized) is 0.627.